Regression. Given a peptide amino acid sequence and an MHC pseudo amino acid sequence, predict their binding affinity value. This is MHC class II binding data. From a dataset of Peptide-MHC class II binding affinity with 134,281 pairs from IEDB. The binding affinity (normalized) is 0.536. The MHC is DRB1_0404 with pseudo-sequence DRB1_0404. The peptide sequence is GLDFNEMILLTMKNK.